Dataset: Full USPTO retrosynthesis dataset with 1.9M reactions from patents (1976-2016). Task: Predict the reactants needed to synthesize the given product. (1) Given the product [F:29][C:28]1[C:23]([N:22]2[C:4](=[O:12])[CH:5]=[C:6]([C:7]([F:8])([F:9])[F:10])[N:11]([CH3:31])[C:20]2=[O:19])=[N:24][CH:25]=[C:26]([Cl:30])[CH:27]=1, predict the reactants needed to synthesize it. The reactants are: C(O[C:4](=[O:12])[CH:5]=[C:6]([NH2:11])[C:7]([F:10])([F:9])[F:8])C.[H-].[Na+].[H][H].C([O:19][C:20]([NH:22][C:23]1[C:28]([F:29])=[CH:27][C:26]([Cl:30])=[CH:25][N:24]=1)=O)C.[CH3:31]I. (2) Given the product [CH:11]1([CH2:10][S:9][C:5]2[N:4]=[C:3]([CH2:2][O:26][C:23]3[CH:24]=[CH:25][C:20]([CH2:19][CH2:18][C:17]([OH:28])=[O:16])=[CH:21][C:22]=3[F:27])[CH:8]=[CH:7][CH:6]=2)[CH2:13][CH2:12]1, predict the reactants needed to synthesize it. The reactants are: Cl[CH2:2][C:3]1[CH:8]=[CH:7][CH:6]=[C:5]([S:9][CH2:10][CH:11]2[CH2:13][CH2:12]2)[N:4]=1.C([O:16][C:17](=[O:28])[CH2:18][CH2:19][C:20]1[CH:25]=[CH:24][C:23]([OH:26])=[C:22]([F:27])[CH:21]=1)C. (3) Given the product [C:1]([C:3]1[CH:4]=[C:5]([C:9]#[C:10][C:11]2[CH:12]=[N:13][N:14]([CH2:16][CH2:17][C@@:18]([CH3:28])([S:24]([CH3:27])(=[O:25])=[O:26])[C:19]([OH:21])=[O:20])[CH:15]=2)[CH:6]=[CH:7][CH:8]=1)#[N:2], predict the reactants needed to synthesize it. The reactants are: [C:1]([C:3]1[CH:4]=[C:5]([C:9]#[C:10][C:11]2[CH:12]=[N:13][N:14]([CH2:16][CH2:17][C@@:18]([CH3:28])([S:24]([CH3:27])(=[O:26])=[O:25])[C:19]([O:21]CC)=[O:20])[CH:15]=2)[CH:6]=[CH:7][CH:8]=1)#[N:2].[OH-].[Li+].Cl. (4) Given the product [Cl-:1].[CH2:21]([NH+:23]([CH2:26][CH3:27])[CH2:24][CH3:25])[CH3:22].[O:18]=[C:17]1[CH:11]2[CH2:20][CH2:19][CH:15]([CH2:14][N:13]([C:2]3[N:7]=[CH:6][C:5]([B:8]([OH:10])[OH:9])=[CH:4][N:3]=3)[CH2:12]2)[NH:16]1, predict the reactants needed to synthesize it. The reactants are: [Cl:1][C:2]1[N:7]=[CH:6][C:5]([B:8]([OH:10])[OH:9])=[CH:4][N:3]=1.[C@@H:11]12[CH2:20][CH2:19][C@@H:15]([NH:16][C:17]1=[O:18])[CH2:14][NH:13][CH2:12]2.[CH2:21]([N:23]([CH2:26][CH3:27])[CH2:24][CH3:25])[CH3:22]. (5) Given the product [F:25][C:22]1[CH:23]=[C:24]2[C:19]([C:18](=[O:27])[C:17]([C:28]([OH:30])=[O:29])=[CH:16][N:15]2[C@@H:10]([C:11]([CH3:12])([CH3:14])[CH3:13])[CH2:9][OH:8])=[CH:20][C:21]=1[NH:41][CH2:40][C:37]1[CH:38]=[CH:39][C:34]([F:33])=[CH:35][CH:36]=1, predict the reactants needed to synthesize it. The reactants are: [Si]([O:8][CH2:9][C@@H:10]([N:15]1[C:24]2[C:19](=[CH:20][C:21](I)=[C:22]([F:25])[CH:23]=2)[C:18](=[O:27])[C:17]([C:28]([O:30]CC)=[O:29])=[CH:16]1)[C:11]([CH3:14])([CH3:13])[CH3:12])(C(C)(C)C)(C)C.[F:33][C:34]1[CH:39]=[CH:38][C:37]([CH2:40][NH2:41])=[CH:36][CH:35]=1.C1C=CC(P(C2C(C3C(P(C4C=CC=CC=4)C4C=CC=CC=4)=CC=C4C=3C=CC=C4)=C3C(C=CC=C3)=CC=2)C2C=CC=CC=2)=CC=1.C([O-])([O-])=O.[Cs+].[Cs+]. (6) The reactants are: [O:1]1[C:5]2[CH2:6][CH2:7][CH2:8][C:9](=O)[C:4]=2[CH:3]=[CH:2]1.C([O-])(=O)C.[NH4+].C([BH3-])#[N:17].[Na+]. Given the product [O:1]1[C:5]2[CH2:6][CH2:7][CH2:8][CH:9]([NH2:17])[C:4]=2[CH:3]=[CH:2]1, predict the reactants needed to synthesize it. (7) Given the product [CH:20]1([CH2:19][N:11]([C@@H:9]2[CH2:10][C@H:8]2[C:5]2[CH:6]=[CH:7][C:2]([NH:1][C:36](=[O:37])[C:33]3[CH:34]=[CH:35][C:30]([CH3:39])=[CH:31][CH:32]=3)=[CH:3][CH:4]=2)[C:12](=[O:18])[O:13][C:14]([CH3:17])([CH3:16])[CH3:15])[CH2:22][CH2:21]1, predict the reactants needed to synthesize it. The reactants are: [NH2:1][C:2]1[CH:7]=[CH:6][C:5]([C@@H:8]2[CH2:10][C@H:9]2[N:11]([CH2:19][CH:20]2[CH2:22][CH2:21]2)[C:12](=[O:18])[O:13][C:14]([CH3:17])([CH3:16])[CH3:15])=[CH:4][CH:3]=1.C(N(CC)CC)C.[C:30]1([CH3:39])[CH:35]=[CH:34][C:33]([C:36](Cl)=[O:37])=[CH:32][CH:31]=1.[Cl-].[NH4+].